This data is from Catalyst prediction with 721,799 reactions and 888 catalyst types from USPTO. The task is: Predict which catalyst facilitates the given reaction. (1) Reactant: [CH:1]1([CH2:7][C@H:8]([N:12]2[CH2:16][C:15]([O:17][C:18]3[CH:23]=[CH:22][CH:21]=[CH:20][C:19]=3[C:24]([F:27])([F:26])[F:25])=[CH:14][C:13]2=[O:28])[C:9]([OH:11])=O)[CH2:6][CH2:5][CH2:4][CH2:3][CH2:2]1.ClC1C(F)=C(C(F)=CC=1)OC1CN([C@@H](CC2CCCCC2)C([NH:42][C:43]2[CH:47]=[CH:46][N:45]([CH2:48][C:49]([OH:52])(C)C)[N:44]=2)=O)C(=O)C=1.F[P-](F)(F)(F)(F)F.N1(O[P+](N(C)C)(N(C)C)N(C)C)C2C=CC=C[C:76]=2N=N1.C(N(CC)C(C)C)(C)C. Product: [CH:1]1([CH2:7][C@H:8]([N:12]2[CH2:16][C:15]([O:17][C:18]3[CH:23]=[CH:22][CH:21]=[CH:20][C:19]=3[C:24]([F:26])([F:25])[F:27])=[CH:14][C:13]2=[O:28])[C:9]([NH:42][C:43]2[CH:47]=[CH:46][N:45]([CH2:48][CH2:49][O:52][CH3:76])[N:44]=2)=[O:11])[CH2:2][CH2:3][CH2:4][CH2:5][CH2:6]1. The catalyst class is: 42. (2) Reactant: [H-].[Al+3].[Li+].[H-].[H-].[H-].C([O:9][C:10]([C:12]1[S:21][C:20]2[C:19]3[CH:22]=[CH:23][C:24]([O:26][CH2:27][C:28]4[CH:33]=[CH:32][CH:31]=[CH:30][CH:29]=4)=[CH:25][C:18]=3[O:17][C:16]3[CH:34]=[CH:35][CH:36]=[CH:37][C:15]=3[C:14]=2[CH:13]=1)=O)C.O. Product: [CH2:27]([O:26][C:24]1[CH:23]=[CH:22][C:19]2[C:20]3[S:21][C:12]([CH2:10][OH:9])=[CH:13][C:14]=3[C:15]3[CH:37]=[CH:36][CH:35]=[CH:34][C:16]=3[O:17][C:18]=2[CH:25]=1)[C:28]1[CH:29]=[CH:30][CH:31]=[CH:32][CH:33]=1. The catalyst class is: 27.